The task is: Predict which catalyst facilitates the given reaction.. This data is from Catalyst prediction with 721,799 reactions and 888 catalyst types from USPTO. (1) Reactant: [F:1][C:2]1[CH:10]=[C:9]2[C:5]([C:6]([C:12]3[N:13]=[C:14]4[C:20]([C:21]([NH:23][C:24]([CH3:36])([CH3:35])[CH2:25][CH2:26][NH:27]C(=O)OC(C)(C)C)=[O:22])=[CH:19][NH:18][C:15]4=[N:16][CH:17]=3)=[N:7][N:8]2[CH3:11])=[CH:4][CH:3]=1.[F:37][C:38]([F:43])([F:42])[C:39]([OH:41])=[O:40]. Product: [F:37][C:38]([F:43])([F:42])[C:39]([OH:41])=[O:40].[NH2:27][CH2:26][CH2:25][C:24]([NH:23][C:21]([C:20]1[C:14]2[C:15](=[N:16][CH:17]=[C:12]([C:6]3[C:5]4[C:9](=[CH:10][C:2]([F:1])=[CH:3][CH:4]=4)[N:8]([CH3:11])[N:7]=3)[N:13]=2)[NH:18][CH:19]=1)=[O:22])([CH3:35])[CH3:36]. The catalyst class is: 4. (2) Reactant: O.[NH2:2][NH2:3].Cl[CH2:5][CH2:6][C:7]([C:9]1[CH:14]=[CH:13][CH:12]=[CH:11][CH:10]=1)=O. Product: [C:9]1([C:7]2[CH2:6][CH2:5][NH:3][N:2]=2)[CH:14]=[CH:13][CH:12]=[CH:11][CH:10]=1. The catalyst class is: 3. (3) Reactant: [NH2:1][C:2]1[C:7]([C:8]#[N:9])=[C:6](Cl)[N:5]=[CH:4][N:3]=1.OC(C(F)(F)F)=O.[F:18][C:19]1[CH:24]=[CH:23][CH:22]=[CH:21][C:20]=1[C:25]1[C:34]([CH:35]([NH2:37])[CH3:36])=[CH:33][C:32]2[C:27](=[CH:28][CH:29]=[CH:30][N:31]=2)[N:26]=1.CCN(C(C)C)C(C)C.O. Product: [NH2:1][C:2]1[C:7]([C:8]#[N:9])=[C:6]([NH:37][CH:35]([C:34]2[C:25]([C:20]3[CH:21]=[CH:22][CH:23]=[CH:24][C:19]=3[F:18])=[N:26][C:27]3[C:32]([CH:33]=2)=[N:31][CH:30]=[CH:29][CH:28]=3)[CH3:36])[N:5]=[CH:4][N:3]=1. The catalyst class is: 51. (4) Reactant: C[O:2][C:3]1[N:8]=[C:7]([CH2:9][CH2:10][NH2:11])[CH:6]=[CH:5][CH:4]=1.[ClH:12].COC1CCCC1.[C:20]([O:24][CH2:25][CH3:26])(=[O:23])[CH:21]=O.C1(C)C=CC=CC=1. Product: [ClH:12].[OH:2][C:3]1[CH:4]=[CH:5][C:6]2[CH:21]([C:20]([O:24][CH2:25][CH3:26])=[O:23])[NH:11][CH2:10][CH2:9][C:7]=2[N:8]=1. The catalyst class is: 14. (5) Reactant: Cl[C:2]1[N:7]=[C:6]([N:8]2[CH2:13][CH2:12][O:11][CH2:10][CH2:9]2)[N:5]=[C:4]([N:14]2[C:18]3[CH:19]=[CH:20][CH:21]=[CH:22][C:17]=3[N:16]=[C:15]2[CH:23]([F:25])[F:24])[N:3]=1.[CH3:26][NH:27][CH2:28][C:29]1[CH:34]=[CH:33][CH:32]=[CH:31][CH:30]=1. Product: [CH2:28]([N:27]([CH3:26])[C:2]1[N:3]=[C:4]([N:14]2[C:18]3[CH:19]=[CH:20][CH:21]=[CH:22][C:17]=3[N:16]=[C:15]2[CH:23]([F:25])[F:24])[N:5]=[C:6]([N:8]2[CH2:9][CH2:10][O:11][CH2:12][CH2:13]2)[N:7]=1)[C:29]1[CH:34]=[CH:33][CH:32]=[CH:31][CH:30]=1. The catalyst class is: 38. (6) The catalyst class is: 5. Product: [CH:3]12[CH2:10][CH:9]3[CH2:8][CH:7]([CH2:6][CH:5]([CH2:11]3)[CH:4]1[NH:13][C:14]([C:16]1[CH:17]=[N:18][N:19]([C:25]3[CH:34]=[CH:33][C:28]([C:29]([OH:31])=[O:30])=[CH:27][CH:26]=3)[C:20]=1[C:21]([CH3:23])([CH3:24])[CH3:22])=[O:15])[CH2:12]2. Reactant: [OH-].[Na+].[CH:3]12[CH2:12][CH:7]3[CH2:8][CH:9]([CH2:11][CH:5]([CH2:6]3)[CH:4]1[NH:13][C:14]([C:16]1[CH:17]=[N:18][N:19]([C:25]3[CH:34]=[CH:33][C:28]([C:29]([O:31]C)=[O:30])=[CH:27][CH:26]=3)[C:20]=1[C:21]([CH3:24])([CH3:23])[CH3:22])=[O:15])[CH2:10]2.